Task: Predict the reaction yield, written as a fraction of the theoretical maximum amount of product (1.0 means a 100% yield; for example, 0.34 means a 34% yield).. Dataset: Reaction yield outcomes from USPTO patents with 853,638 reactions (1) The reactants are ClC([SiH3])(Cl)Cl.BrC(Br)C.[C:10]([O:14][C:15]([N:17]1[CH2:20][CH:19](I)[CH2:18]1)=[O:16])([CH3:13])([CH3:12])[CH3:11].I[C:23]1[CH:24]=[C:25]2[CH:31]=[CH:30][NH:29][C:26]2=[N:27][CH:28]=1. The catalyst is CC(N(C)C)=O.C(OCC)(=O)C.[Zn].C1C=CC(P([C]2[CH][CH][CH][CH]2)C2C=CC=CC=2)=CC=1.C1C=CC(P([C]2[CH][CH][CH][CH]2)C2C=CC=CC=2)=CC=1.Cl[Pd]Cl.[Fe].ClCCl.[Cu]I. The product is [C:10]([O:14][C:15]([N:17]1[CH2:20][CH:19]([C:23]2[CH:24]=[C:25]3[CH:31]=[CH:30][NH:29][C:26]3=[N:27][CH:28]=2)[CH2:18]1)=[O:16])([CH3:13])([CH3:12])[CH3:11]. The yield is 0.200. (2) The reactants are C[O:2][C:3]([C:5]1([CH2:11][CH2:12][CH2:13][NH:14][C:15]2[CH:20]=[CH:19][C:18]([Br:21])=[CH:17][CH:16]=2)[CH2:10][CH2:9][O:8][CH2:7][CH2:6]1)=O.CC(C)([O-])C.[K+].O.[Sn]. The catalyst is C1COCC1.C(Cl)Cl.C(OCC)(=O)C.CO. The product is [Br:21][C:18]1[CH:19]=[CH:20][C:15]([N:14]2[CH2:13][CH2:12][CH2:11][C:5]3([CH2:10][CH2:9][O:8][CH2:7][CH2:6]3)[C:3]2=[O:2])=[CH:16][CH:17]=1. The yield is 0.860. (3) The reactants are [CH2:1]([C@@:3]12[CH2:16][C@H:15]([OH:17])[C@:14]([OH:21])([C:18]#[C:19][CH3:20])[CH2:13][C@H:12]1[CH2:11][CH2:10][C:9]1[CH:8]=[C:7]([C:22](O)=[O:23])[CH:6]=[CH:5][C:4]2=1)[CH3:2].C(N(C(C)C)CC)(C)C.CN(C)CCCN=C=NCC.ON1C2C=CC=CC=2N=N1.[CH3:55][C:56]1[C:61]([CH2:62][NH2:63])=[CH:60][CH:59]=[CH:58][N:57]=1. The catalyst is O1CCCC1. The product is [CH3:55][C:56]1[C:61]([CH2:62][NH:63][C:22]([C:7]2[CH:6]=[CH:5][C:4]3[C@@:3]4([CH2:1][CH3:2])[C@@H:12]([CH2:13][C@@:14]([OH:21])([C:18]#[C:19][CH3:20])[C@@H:15]([OH:17])[CH2:16]4)[CH2:11][CH2:10][C:9]=3[CH:8]=2)=[O:23])=[CH:60][CH:59]=[CH:58][N:57]=1. The yield is 0.380.